Dataset: Full USPTO retrosynthesis dataset with 1.9M reactions from patents (1976-2016). Task: Predict the reactants needed to synthesize the given product. Given the product [NH2:34][CH2:33][C:16]1[CH:15]=[C:14]([N:11]2[CH2:12][CH2:13][NH:8][CH2:9][CH2:10]2)[N:19]=[C:18]([C:20]2[CH:25]=[CH:24][N:23]=[C:22]([NH:26][CH:27]3[CH2:28][CH2:29][CH2:30][CH2:31][CH2:32]3)[CH:21]=2)[CH:17]=1, predict the reactants needed to synthesize it. The reactants are: C(OC([N:8]1[CH2:13][CH2:12][N:11]([C:14]2[N:19]=[C:18]([C:20]3[CH:25]=[CH:24][N:23]=[C:22]([NH:26][CH:27]4[CH2:32][CH2:31][CH2:30][CH2:29][CH2:28]4)[CH:21]=3)[CH:17]=[C:16]([CH2:33][NH2:34])[CH:15]=2)[CH2:10][CH2:9]1)=O)(C)(C)C.C(O)(C(F)(F)F)=O.